Dataset: Forward reaction prediction with 1.9M reactions from USPTO patents (1976-2016). Task: Predict the product of the given reaction. (1) Given the reactants [C:1]([C:4]1[C:22](=[O:23])[C@@:8]2([CH3:24])[C:9]3[C:15]([OH:16])=[CH:14][C:13]([O:17][CH3:18])=[C:12]([C:19]([NH2:21])=[O:20])[C:10]=3[O:11][C:7]2=[CH:6][C:5]=1[OH:25])(=[O:3])[CH3:2].[Cl:26][C:27]1[CH:32]=[C:31]([Cl:33])[C:30]([CH3:34])=[CH:29][C:28]=1[S:35]([NH:38][C:39]1[CH:44]=[C:43]([CH3:45])[C:42]([CH:46]=O)=[C:41]([CH3:48])[CH:40]=1)(=[O:37])=[O:36].C([SiH](CC)CC)C.FC(F)(F)C(O)=O, predict the reaction product. The product is: [C:1]([C:4]1[C:22](=[O:23])[C@@:8]2([CH3:24])[C:9]3[C:15]([OH:16])=[CH:14][C:13]([O:17][CH3:18])=[C:12]([C:19]([NH:21][CH2:46][C:42]4[C:43]([CH3:45])=[CH:44][C:39]([NH:38][S:35]([C:28]5[CH:29]=[C:30]([CH3:34])[C:31]([Cl:33])=[CH:32][C:27]=5[Cl:26])(=[O:37])=[O:36])=[CH:40][C:41]=4[CH3:48])=[O:20])[C:10]=3[O:11][C:7]2=[CH:6][C:5]=1[OH:25])(=[O:3])[CH3:2]. (2) Given the reactants [Cl:1][C:2]1[C:3]([C:8]2([OH:18])[CH2:17][CH2:16][C:11]3([O:15][CH2:14][CH2:13][O:12]3)[CH2:10][CH2:9]2)=[N:4][CH:5]=[CH:6][CH:7]=1.[H-].[Na+].[CH3:21]I, predict the reaction product. The product is: [Cl:1][C:2]1[C:3]([C:8]2([O:18][CH3:21])[CH2:17][CH2:16][C:11]3([O:15][CH2:14][CH2:13][O:12]3)[CH2:10][CH2:9]2)=[N:4][CH:5]=[CH:6][CH:7]=1. (3) Given the reactants [NH2:1][C:2]1[C:10]([CH3:11])=[CH:9][CH:8]=[CH:7][C:3]=1[C:4](O)=[O:5].[CH:12]([NH2:14])=O, predict the reaction product. The product is: [CH3:11][C:10]1[CH:9]=[CH:8][CH:7]=[C:3]2[C:2]=1[N:1]=[CH:12][NH:14][C:4]2=[O:5]. (4) Given the reactants [C:1]1([C@@H:7]2[CH2:9][C@H:8]2[C:10]([N:12]2[CH2:17][CH2:16][CH:15]([CH2:18][NH:19]C(=O)OC(C)(C)C)[CH2:14][CH2:13]2)=[O:11])[CH:6]=[CH:5][CH:4]=[CH:3][CH:2]=1.[C:27]([OH:33])([C:29]([F:32])([F:31])[F:30])=[O:28], predict the reaction product. The product is: [C:1]1([C@@H:7]2[CH2:9][C@H:8]2[C:10]([N:12]2[CH2:13][CH2:14][CH:15]([CH2:18][NH2:19])[CH2:16][CH2:17]2)=[O:11])[CH:2]=[CH:3][CH:4]=[CH:5][CH:6]=1.[F:30][C:29]([F:32])([F:31])[C:27]([O-:33])=[O:28]. (5) Given the reactants [CH:1]1[C:10]2[C:5](=[CH:6][CH:7]=[CH:8][CH:9]=2)[CH:4]=[CH:3][C:2]=1[CH2:11][CH:12]1[CH2:17][CH2:16][NH:15][CH2:14][CH2:13]1.C1([O:24][C:25]([O:27][CH2:28][C:29]([O:31][CH2:32][CH3:33])=[O:30])=O)C=CC=CC=1, predict the reaction product. The product is: [CH:1]1[C:10]2[C:5](=[CH:6][CH:7]=[CH:8][CH:9]=2)[CH:4]=[CH:3][C:2]=1[CH2:11][CH:12]1[CH2:17][CH2:16][N:15]([C:25]([O:27][CH2:28][C:29]([O:31][CH2:32][CH3:33])=[O:30])=[O:24])[CH2:14][CH2:13]1. (6) Given the reactants C([O:8][C:9]1[CH:16]=[C:15]([O:17][CH3:18])[C:14]([O:19][CH3:20])=[CH:13][C:10]=1[CH:11]=[O:12])C1C=CC=CC=1, predict the reaction product. The product is: [OH:8][C:9]1[CH:16]=[C:15]([O:17][CH3:18])[C:14]([O:19][CH3:20])=[CH:13][C:10]=1[CH:11]=[O:12]. (7) Given the reactants Cl.[CH3:2][C@@:3]([C:7]([O:9][CH3:10])=[O:8])([CH2:5][OH:6])[NH2:4].N1C=CN=C1.[Si:16](Cl)([C:19]([CH3:22])([CH3:21])[CH3:20])([CH3:18])[CH3:17].O, predict the reaction product. The product is: [Si:16]([O:6][CH2:5][C@@:3]([CH3:2])([C:7]([O:9][CH3:10])=[O:8])[NH2:4])([C:19]([CH3:22])([CH3:21])[CH3:20])([CH3:18])[CH3:17]. (8) Given the reactants Cl.[N+:2]([C:5]1[CH:10]=[CH:9][C:8]([C:11]2[S:15][C:14]([CH:16]3[CH2:21][CH2:20][NH:19][CH2:18][CH2:17]3)=[N:13][CH:12]=2)=[CH:7][CH:6]=1)([O-:4])=[O:3].C(N(CC)CC)C.[S:29](O[S:29]([C:32]([F:35])([F:34])[F:33])(=[O:31])=[O:30])([C:32]([F:35])([F:34])[F:33])(=[O:31])=[O:30], predict the reaction product. The product is: [N+:2]([C:5]1[CH:6]=[CH:7][C:8]([C:11]2[S:15][C:14]([CH:16]3[CH2:21][CH2:20][N:19]([S:29]([C:32]([F:35])([F:34])[F:33])(=[O:31])=[O:30])[CH2:18][CH2:17]3)=[N:13][CH:12]=2)=[CH:9][CH:10]=1)([O-:4])=[O:3]. (9) The product is: [Cl:1][C:2]1[C:3]([O:12][CH2:13][CH:14]2[CH2:19][CH2:18][CH2:17][C:16]([F:21])([F:20])[CH2:15]2)=[CH:4][C:5]([F:11])=[C:6]([CH:10]=1)[C:7]([NH:26][S:23]([CH3:22])(=[O:25])=[O:24])=[O:8]. Given the reactants [Cl:1][C:2]1[C:3]([O:12][CH2:13][CH:14]2[CH2:19][CH2:18][CH2:17][C:16]([F:21])([F:20])[CH2:15]2)=[CH:4][C:5]([F:11])=[C:6]([CH:10]=1)[C:7](O)=[O:8].[CH3:22][S:23]([NH2:26])(=[O:25])=[O:24].CN(C(ON1N=NC2C=CC=CC1=2)=[N+](C)C)C.F[P-](F)(F)(F)(F)F.CCN(C(C)C)C(C)C, predict the reaction product. (10) Given the reactants [CH2:1]([O:8][C:9]1[CH:14]=[CH:13][C:12]([C:15](=[O:31])[C@@H:16]([N:18]2[CH2:23][CH2:22][C:21]([OH:30])([C:24]3[CH:29]=[CH:28][CH:27]=[CH:26][CH:25]=3)[CH2:20][CH2:19]2)[CH3:17])=[CH:11][CH:10]=1)[C:2]1[CH:7]=[CH:6][CH:5]=[CH:4][CH:3]=1.[BH4-].[Li+].O, predict the reaction product. The product is: [CH2:1]([O:8][C:9]1[CH:14]=[CH:13][C:12]([C@H:15]([OH:31])[C@@H:16]([N:18]2[CH2:19][CH2:20][C:21]([OH:30])([C:24]3[CH:25]=[CH:26][CH:27]=[CH:28][CH:29]=3)[CH2:22][CH2:23]2)[CH3:17])=[CH:11][CH:10]=1)[C:2]1[CH:7]=[CH:6][CH:5]=[CH:4][CH:3]=1.